From a dataset of Full USPTO retrosynthesis dataset with 1.9M reactions from patents (1976-2016). Predict the reactants needed to synthesize the given product. (1) Given the product [NH:22]([C:2]1[N:7]([CH2:8][CH:9]([CH3:11])[CH3:10])[C:6](=[O:12])[N:5]([CH3:13])[C:4](=[O:14])[CH:3]=1)[NH2:23], predict the reactants needed to synthesize it. The reactants are: Cl[C:2]1[N:7]([CH2:8][CH:9]([CH3:11])[CH3:10])[C:6](=[O:12])[N:5]([CH3:13])[C:4](=[O:14])[CH:3]=1.CCOC(C)=O.O.[NH2:22][NH2:23]. (2) Given the product [CH3:18][N:9]1[C:10]2[C:6](=[CH:5][C:4]([N+:1]([O-:3])=[O:2])=[CH:12][CH:11]=2)[CH:7]=[C:8]1[C:13]([O:15][CH2:16][CH3:17])=[O:14], predict the reactants needed to synthesize it. The reactants are: [N+:1]([C:4]1[CH:5]=[C:6]2[C:10](=[CH:11][CH:12]=1)[NH:9][C:8]([C:13]([O:15][CH2:16][CH3:17])=[O:14])=[CH:7]2)([O-:3])=[O:2].[C:18](=O)([O-])[O-].[K+].[K+].C1(C)C=CC(S(OC)(=O)=O)=CC=1.O. (3) Given the product [F:7][C:8]1[CH:9]=[C:10]([CH:13]=[C:14]([F:17])[C:15]=1[F:16])[CH2:11][N:4]1[CH:5]=[N:6][C:2]([NH2:1])=[N:3]1, predict the reactants needed to synthesize it. The reactants are: [NH2:1][C:2]1[N:6]=[CH:5][NH:4][N:3]=1.[F:7][C:8]1[CH:9]=[C:10]([CH:13]=[C:14]([F:17])[C:15]=1[F:16])[CH2:11]Br. (4) Given the product [C:31]([O:34][CH:8]([C:7]([C:1]1[CH:6]=[CH:5][CH:4]=[CH:3][CH:2]=1)([C:12]1[CH:13]=[CH:14][CH:15]=[CH:16][CH:17]=1)[C:18]1[CH:23]=[CH:22][CH:21]=[CH:20][CH:19]=1)[CH2:9][CH3:10])(=[O:39])[CH:32]=[CH2:33], predict the reactants needed to synthesize it. The reactants are: [C:1]1([C:7]([C:18]2[CH:23]=[CH:22][CH:21]=[CH:20][CH:19]=2)([C:12]2[CH:17]=[CH:16][CH:15]=[CH:14][CH:13]=2)[CH2:8][CH2:9][CH2:10]O)[CH:6]=[CH:5][CH:4]=[CH:3][CH:2]=1.C(N(CC)CC)C.[C:31](Cl)(=[O:34])[CH:32]=[CH2:33].C1C[O:39]CC1. (5) Given the product [C:1]([O:7][CH2:8][N:9]1[C:18](=[O:19])[C:17]2[C:12](=[CH:13][C:14]([O:21][CH3:22])=[CH:15][C:16]=2[O:20][CH:24]2[CH2:29][CH2:28][N:27]([CH3:30])[CH2:26][CH2:25]2)[N:11]=[CH:10]1)(=[O:6])[C:2]([CH3:5])([CH3:4])[CH3:3], predict the reactants needed to synthesize it. The reactants are: [C:1]([O:7][CH2:8][N:9]1[C:18](=[O:19])[C:17]2[C:12](=[CH:13][C:14]([O:21][CH3:22])=[CH:15][C:16]=2[OH:20])[N:11]=[CH:10]1)(=[O:6])[C:2]([CH3:5])([CH3:4])[CH3:3].O[CH:24]1[CH2:29][CH2:28][N:27]([CH3:30])[CH2:26][CH2:25]1.C1(P(C2C=CC=CC=2)C2C=CC=CC=2)C=CC=CC=1.N(C(OC(C)(C)C)=O)=NC(OC(C)(C)C)=O. (6) Given the product [CH3:22][O:23][C:24]1[CH:25]=[CH:26][C:27]([C@H:28]([CH:29]2[C:34](=[O:35])[O:33][C:32]([CH3:37])([CH3:36])[O:31][C:30]2=[O:38])[C:21]#[C:20][C:14]2[CH:19]=[CH:18][CH:17]=[CH:16][CH:15]=2)=[CH:39][CH:40]=1, predict the reactants needed to synthesize it. The reactants are: O=C1O[C@H]([C@H](CO)O)C([O-])=C1O.[Na+].[C:14]1([C:20]#[CH:21])[CH:19]=[CH:18][CH:17]=[CH:16][CH:15]=1.[CH3:22][O:23][C:24]1[CH:40]=[CH:39][C:27]([CH:28]=[C:29]2[C:34](=[O:35])[O:33][C:32]([CH3:37])([CH3:36])[O:31][C:30]2=[O:38])=[CH:26][CH:25]=1.